This data is from Full USPTO retrosynthesis dataset with 1.9M reactions from patents (1976-2016). The task is: Predict the reactants needed to synthesize the given product. Given the product [N:74]1([C:71]2[CH:70]=[CH:69][C:68]([C:66]3[N:67]=[C:63]([NH:54][C:51]4[CH:52]=[CH:53][C:48]([N:79]5[CH2:84][CH2:83][CH2:82][CH2:81][CH2:80]5)=[CH:49][CH:50]=4)[S:64][CH:65]=3)=[CH:73][CH:72]=2)[CH:78]=[CH:77][N:76]=[CH:75]1, predict the reactants needed to synthesize it. The reactants are: C1C=CC(P(C2C=CC3C(=CC=CC=3)C=2C2C3C(=CC=CC=3)C=CC=2P(C2C=CC=CC=2)C2C=CC=CC=2)C2C=CC=CC=2)=CC=1.Br[C:48]1[CH:53]=[CH:52][C:51]([N:54]([C:63]2[S:64][CH:65]=[C:66]([C:68]3[CH:73]=[CH:72][C:71]([N:74]4[CH:78]=[CH:77][N:76]=[CH:75]4)=[CH:70][CH:69]=3)[N:67]=2)COCC[Si](C)(C)C)=[CH:50][CH:49]=1.[NH:79]1[CH2:84][CH2:83][CH2:82][CH2:81][CH2:80]1.CC([O-])(C)C.[Na+].